From a dataset of Peptide-MHC class I binding affinity with 185,985 pairs from IEDB/IMGT. Regression. Given a peptide amino acid sequence and an MHC pseudo amino acid sequence, predict their binding affinity value. This is MHC class I binding data. (1) The peptide sequence is KRFNITVSK. The MHC is HLA-A68:02 with pseudo-sequence HLA-A68:02. The binding affinity (normalized) is 0.0847. (2) The peptide sequence is RISGVDRYY. The MHC is HLA-B58:01 with pseudo-sequence HLA-B58:01. The binding affinity (normalized) is 0.346. (3) The MHC is HLA-A68:01 with pseudo-sequence HLA-A68:01. The peptide sequence is HLYPVARQR. The binding affinity (normalized) is 0.444. (4) The peptide sequence is LSAAVFGL. The MHC is H-2-Db with pseudo-sequence H-2-Db. The binding affinity (normalized) is 0. (5) The peptide sequence is FLPSDYFPSV. The MHC is Mamu-B01 with pseudo-sequence Mamu-B01. The binding affinity (normalized) is 0.0895.